Dataset: Reaction yield outcomes from USPTO patents with 853,638 reactions. Task: Predict the reaction yield, written as a fraction of the theoretical maximum amount of product (1.0 means a 100% yield; for example, 0.34 means a 34% yield). (1) The reactants are [F:1][C:2]1[C:3]([CH2:8][C:9]([NH:11][C:12]2[CH:17]=[CH:16][CH:15]=[C:14]([B:18]3[O:22][C:21]([CH3:24])([CH3:23])[C:20]([CH3:26])([CH3:25])[O:19]3)[C:13]=2[CH3:27])=[O:10])=[N:4][CH:5]=[CH:6][CH:7]=1.C1N=CN([C:33](N2C=NC=C2)=[O:34])C=1. The catalyst is C1(C)C=CC=CC=1.CCOC(C)=O. The product is [F:1][C:2]1[C:3]2[N:4]([C:33](=[O:34])[N:11]([C:12]3[CH:17]=[CH:16][CH:15]=[C:14]([B:18]4[O:22][C:21]([CH3:23])([CH3:24])[C:20]([CH3:26])([CH3:25])[O:19]4)[C:13]=3[CH3:27])[C:9](=[O:10])[CH:8]=2)[CH:5]=[CH:6][CH:7]=1. The yield is 0.650. (2) The reactants are [Cl:1][C:2]1[CH:7]=[CH:6][CH:5]=[CH:4][C:3]=1[C:8]1[N:27]([CH2:28][C@@H:29]2[CH2:34][CH2:33][CH2:32][N:31](C(OC(C)(C)C)=O)[CH2:30]2)[C:11]2[N:12]=[C:13]([NH:16][CH2:17][C:18]3[CH:23]=[CH:22][C:21]([O:24]C)=[C:20]([F:26])[CH:19]=3)[N:14]=[CH:15][C:10]=2[CH:9]=1. The catalyst is ClCCl. The product is [Cl:1][C:2]1[CH:7]=[CH:6][CH:5]=[CH:4][C:3]=1[C:8]1[N:27]([CH2:28][C@@H:29]2[CH2:34][CH2:33][CH2:32][NH:31][CH2:30]2)[C:11]2[N:12]=[C:13]([NH:16][CH2:17][C:18]3[CH:23]=[CH:22][C:21]([OH:24])=[C:20]([F:26])[CH:19]=3)[N:14]=[CH:15][C:10]=2[CH:9]=1. The yield is 0.260.